From a dataset of Reaction yield outcomes from USPTO patents with 853,638 reactions. Predict the reaction yield, written as a fraction of the theoretical maximum amount of product (1.0 means a 100% yield; for example, 0.34 means a 34% yield). (1) The reactants are [F:1][CH:2]([F:29])[CH2:3][N:4]1[CH2:9][C:8]2([CH2:14][CH2:13][N:12](C(OC(C)(C)C)=O)[CH2:11][CH2:10]2)[O:7][CH:6]([C:22]2[O:23][C:24]([CH2:27][CH3:28])=[CH:25][N:26]=2)[CH2:5]1.[ClH:30]. The catalyst is C(Cl)Cl. The product is [ClH:30].[F:29][CH:2]([F:1])[CH2:3][N:4]1[CH2:9][C:8]2([CH2:14][CH2:13][NH:12][CH2:11][CH2:10]2)[O:7][CH:6]([C:22]2[O:23][C:24]([CH2:27][CH3:28])=[CH:25][N:26]=2)[CH2:5]1. The yield is 0.960. (2) The reactants are [Br:1][C:2]1[CH:7]=[CH:6][C:5]([S:8][C:9]2[CH:17]=[CH:16][CH:15]=[CH:14][C:10]=2[C:11]([OH:13])=[O:12])=[C:4]([N+:18]([O-])=O)[CH:3]=1. The catalyst is C(O)C.[Pd]. The product is [NH2:18][C:4]1[CH:3]=[C:2]([Br:1])[CH:7]=[CH:6][C:5]=1[S:8][C:9]1[CH:17]=[CH:16][CH:15]=[CH:14][C:10]=1[C:11]([OH:13])=[O:12]. The yield is 0.930. (3) The reactants are C[O:2][C:3]([C:5]1[CH:9]=[C:8]([O:10][C:11]2[CH:16]=[CH:15][CH:14]=[CH:13][C:12]=2[NH:17][C:18]([NH:20][C:21]2[CH:26]=[CH:25][C:24]([C:27]([CH3:30])([CH3:29])[CH3:28])=[CH:23][CH:22]=2)=[O:19])[N:7]([C:31]2[CH:36]=[CH:35][CH:34]=[CH:33][CH:32]=2)[N:6]=1)=[O:4].[OH-].[Na+]. The catalyst is CO.C1COCC1. The product is [C:27]([C:24]1[CH:25]=[CH:26][C:21]([NH:20][C:18](=[O:19])[NH:17][C:12]2[CH:13]=[CH:14][CH:15]=[CH:16][C:11]=2[O:10][C:8]2[N:7]([C:31]3[CH:36]=[CH:35][CH:34]=[CH:33][CH:32]=3)[N:6]=[C:5]([C:3]([OH:4])=[O:2])[CH:9]=2)=[CH:22][CH:23]=1)([CH3:30])([CH3:28])[CH3:29]. The yield is 0.550. (4) The reactants are [N:1]1([C:7]2[C:12]([C:13]([O:15][CH:16]([CH3:18])[CH3:17])=[O:14])=[CH:11][CH:10]=[CH:9][N:8]=2)[CH2:6][CH2:5][NH:4][CH2:3][CH2:2]1.C(O)(=O)C.[Br:23][C:24]1[CH:31]=[CH:30][CH:29]=[CH:28][C:25]=1[CH:26]=O.C([BH3-])#N. The catalyst is CO. The product is [Br:23][C:24]1[CH:31]=[CH:30][CH:29]=[CH:28][C:25]=1[CH2:26][N:4]1[CH2:3][CH2:2][N:1]([C:7]2[C:12]([C:13]([O:15][CH:16]([CH3:18])[CH3:17])=[O:14])=[CH:11][CH:10]=[CH:9][N:8]=2)[CH2:6][CH2:5]1. The yield is 0.290. (5) The reactants are [Br:1]Br.[F:3][C:4]1([CH2:12][C:13]([C:15]2[CH:20]=[CH:19][CH:18]=[CH:17][CH:16]=2)=[O:14])[CH:9]=[CH:8][N:7]=[C:6]([S:10][CH3:11])[NH:5]1. The catalyst is C(O)(=O)C. The product is [F:3][C:4]1([CH:12]([Br:1])[C:13]([C:15]2[CH:20]=[CH:19][CH:18]=[CH:17][CH:16]=2)=[O:14])[CH:9]=[CH:8][N:7]=[C:6]([S:10][CH3:11])[NH:5]1. The yield is 1.00.